This data is from Full USPTO retrosynthesis dataset with 1.9M reactions from patents (1976-2016). The task is: Predict the reactants needed to synthesize the given product. (1) Given the product [Br:9][C:10]1[CH:11]=[C:12]([CH2:13][O:8][C:4]2[CH:3]=[C:2]([Br:1])[CH:7]=[CH:6][CH:5]=2)[CH:15]=[CH:16][CH:17]=1, predict the reactants needed to synthesize it. The reactants are: [Br:1][C:2]1[CH:3]=[C:4]([OH:8])[CH:5]=[CH:6][CH:7]=1.[Br:9][C:10]1[CH:11]=[C:12]([CH:15]=[CH:16][CH:17]=1)[CH2:13]Br.C([O-])([O-])=O.[K+].[K+].[Na+].[I-]. (2) Given the product [F:1][C:2]([F:18])([F:19])[C:3]1[CH:4]=[C:5]([CH:15]=[CH:16][CH:17]=1)[O:6][C:7]1[CH:14]=[CH:13][CH:12]=[CH:11][C:8]=1[C:9]([OH:27])=[O:10], predict the reactants needed to synthesize it. The reactants are: [F:1][C:2]([F:19])([F:18])[C:3]1[CH:4]=[C:5]([CH:15]=[CH:16][CH:17]=1)[O:6][C:7]1[CH:14]=[CH:13][CH:12]=[CH:11][C:8]=1[CH:9]=[O:10].CC(=CC)C.[Na].Cl([O-])=[O:27].[Na+].S([O-])([O-])(=O)=S.[Na+].[Na+]. (3) Given the product [CH3:21][N:22]1[CH:26]=[C:25]([NH:27][C:2]2[N:3]=[C:4]([NH:11][CH2:12][CH:13]3[CH2:16][N:15]([C:17](=[O:20])[CH:18]=[CH2:19])[CH2:14]3)[C:5]3[S:10][CH:9]=[CH:8][C:6]=3[N:7]=2)[CH:24]=[N:23]1, predict the reactants needed to synthesize it. The reactants are: Cl[C:2]1[N:3]=[C:4]([NH:11][CH2:12][CH:13]2[CH2:16][N:15]([C:17](=[O:20])[CH:18]=[CH2:19])[CH2:14]2)[C:5]2[S:10][CH:9]=[CH:8][C:6]=2[N:7]=1.[CH3:21][N:22]1[CH:26]=[C:25]([NH2:27])[CH:24]=[N:23]1.FC(F)(F)C(O)=O. (4) Given the product [NH2:1][C:2]1[CH:10]=[C:9]([F:11])[C:8]([Br:12])=[CH:7][C:3]=1[C:4]([NH:21][CH2:22][CH3:23])=[O:6], predict the reactants needed to synthesize it. The reactants are: [NH2:1][C:2]1[CH:10]=[C:9]([F:11])[C:8]([Br:12])=[CH:7][C:3]=1[C:4]([OH:6])=O.CN(C(O[N:21]1N=N[C:23]2C=CC=N[C:22]1=2)=[N+](C)C)C.F[P-](F)(F)(F)(F)F.CCN(C(C)C)C(C)C.C(N)C. (5) Given the product [Br:1][C:40]1[CH:39]=[N:28][C:29]2[O:31][CH2:32][C:44](=[O:64])[N:45]([CH2:48][CH2:49][N:50]3[CH2:55][CH2:54][CH:53]([NH:56][C:57](=[O:63])[O:58][C:59]([CH3:60])([CH3:61])[CH3:62])[CH2:52][CH2:51]3)[C:46]=2[CH:41]=1, predict the reactants needed to synthesize it. The reactants are: [Br:1]C1C=CC2OCC(=O)NC=2N=1.[H-].[Na+].CS(OCCN1CCC([NH:28][C:29]([O:31][C:32](C)(C)C)=O)CC1)(=O)=O.COC1C=[C:46]2[C:41](C=C[C:44](=[O:64])[N:45]2[CH2:48][CH2:49][N:50]2[CH2:55][CH2:54][CH:53]([NH:56][C:57](=[O:63])[O:58][C:59]([CH3:62])([CH3:61])[CH3:60])[CH2:52][CH2:51]2)=[CH:40][CH:39]=1.